This data is from Forward reaction prediction with 1.9M reactions from USPTO patents (1976-2016). The task is: Predict the product of the given reaction. (1) Given the reactants [C:1]([O:5][CH3:6])(=[O:4])[CH:2]=[CH2:3].[CH3:7][O:8][C:9]1[CH:14]=[CH:13][C:12]([C@@H:15]2[C@@H:20]([O:21][CH2:22][C:23]3[CH:24]=[CH:25][C:26]4[O:31][CH2:30][CH2:29][N:28]([CH2:32][CH2:33][CH2:34][O:35][CH3:36])[C:27]=4[CH:37]=3)[CH2:19][N:18]([S:38]([C:41]3[CH:46]=[CH:45][C:44]([CH3:47])=[CH:43][CH:42]=3)(=[O:40])=[O:39])[CH2:17][C@H:16]2[OH:48])=[CH:11][CH:10]=1.N1CCCN2CCCCCC=12, predict the reaction product. The product is: [CH3:7][O:8][C:9]1[CH:14]=[CH:13][C:12]([C@@H:15]2[C@@H:20]([O:21][CH2:22][C:23]3[CH:24]=[CH:25][C:26]4[O:31][CH2:30][CH2:29][N:28]([CH2:32][CH2:33][CH2:34][O:35][CH3:36])[C:27]=4[CH:37]=3)[CH2:19][N:18]([S:38]([C:41]3[CH:42]=[CH:43][C:44]([CH3:47])=[CH:45][CH:46]=3)(=[O:39])=[O:40])[CH2:17][C@H:16]2[O:48][CH2:3][CH2:2][C:1]([O:5][CH3:6])=[O:4])=[CH:11][CH:10]=1. (2) Given the reactants Cl[C:2]1[C:7]([C:8]#[N:9])=[C:6]([N:10]2[CH2:15][CH2:14][CH2:13][CH2:12][CH2:11]2)[C:5]([C:16]#[N:17])=[C:4]([S:18][CH2:19][C:20]2[N:21]=[C:22]([C:25]3[CH:30]=[CH:29][C:28]([Cl:31])=[CH:27][CH:26]=3)[S:23][CH:24]=2)[N:3]=1.[NH2:32][CH2:33][CH2:34][C:35]([OH:37])=[O:36], predict the reaction product. The product is: [Cl:31][C:28]1[CH:29]=[CH:30][C:25]([C:22]2[S:23][CH:24]=[C:20]([CH2:19][S:18][C:4]3[N:3]=[C:2]([NH:32][CH2:33][CH2:34][C:35]([OH:37])=[O:36])[C:7]([C:8]#[N:9])=[C:6]([N:10]4[CH2:11][CH2:12][CH2:13][CH2:14][CH2:15]4)[C:5]=3[C:16]#[N:17])[N:21]=2)=[CH:26][CH:27]=1. (3) Given the reactants [Cl:1][C:2]1[CH:3]=[C:4]([CH2:10][C@@H:11]([NH:15][C:16]([N:18]2[CH2:23][CH2:22][CH:21]([N:24]3[CH2:30][CH2:29][C:28]4[CH:31]=[CH:32][CH:33]=[CH:34][C:27]=4[NH:26][C:25]3=[O:35])[CH2:20][CH2:19]2)=[O:17])[C:12]([OH:14])=O)[CH:5]=[C:6]([CH3:9])[C:7]=1[OH:8].[O:36]1[CH2:41][CH2:40][CH:39]([N:42]2[CH2:47][CH2:46][NH:45][CH2:44][CH2:43]2)[CH2:38][CH2:37]1, predict the reaction product. The product is: [O:35]=[C:25]1[N:24]([CH:21]2[CH2:22][CH2:23][N:18]([C:16]([O-:17])=[O:36])[CH2:19][CH2:20]2)[CH2:30][CH2:29][C:28]2[CH:31]=[CH:32][CH:33]=[CH:34][C:27]=2[NH:26]1.[Cl:1][C:2]1[CH:3]=[C:4]([CH:5]=[C:6]([CH3:9])[C:7]=1[OH:8])[CH2:10][C@@H:11]([NH-:15])[C:12](=[O:14])[N:45]1[CH2:44][CH2:43][N:42]([CH:39]2[CH2:40][CH2:41][O:36][CH2:37][CH2:38]2)[CH2:47][CH2:46]1. (4) Given the reactants [Br:1][C:2]1[N:3]=[C:4]([NH:15]CC2C=CC(OC)=CC=2OC)[C:5]([NH:8][CH2:9][C:10](OCC)=[O:11])=[N:6][CH:7]=1.CO.[C:29]([OH:35])([C:31]([F:34])([F:33])[F:32])=[O:30], predict the reaction product. The product is: [F:32][C:31]([F:34])([F:33])[C:29]([OH:35])=[O:30].[Br:1][C:2]1[N:3]=[C:4]2[NH:15][C:10](=[O:11])[CH2:9][NH:8][C:5]2=[N:6][CH:7]=1. (5) Given the reactants [CH2:1]([NH:4][C:5]1[C:6]2[S:14][CH:13]=[C:12]([CH2:15][CH3:16])[C:7]=2[N:8]=[C:9](Cl)[N:10]=1)[CH:2]=[CH2:3].[CH2:17]([NH2:20])[CH:18]=[CH2:19].C(=O)([O-])O.[Na+], predict the reaction product. The product is: [CH2:17]([NH:20][C:9]1[N:10]=[C:5]([NH:4][CH2:1][CH:2]=[CH2:3])[C:6]2[S:14][CH:13]=[C:12]([CH2:15][CH3:16])[C:7]=2[N:8]=1)[CH:18]=[CH2:19]. (6) Given the reactants [Cl:1][C:2]1[CH:7]=[CH:6][C:5]([O:8][C:9]2[CH:14]=[CH:13][C:12]([CH2:15][CH2:16]O)=[CH:11][CH:10]=2)=[CH:4][C:3]=1[C:18]([F:21])([F:20])[F:19].C1C=CC(P(C2C=CC=CC=2)C2C=CC=CC=2)=CC=1.N1C=CN=C1.[I-:46], predict the reaction product. The product is: [Cl:1][C:2]1[CH:7]=[CH:6][C:5]([O:8][C:9]2[CH:14]=[CH:13][C:12]([CH2:15][CH2:16][I:46])=[CH:11][CH:10]=2)=[CH:4][C:3]=1[C:18]([F:21])([F:20])[F:19].